Dataset: Reaction yield outcomes from USPTO patents with 853,638 reactions. Task: Predict the reaction yield, written as a fraction of the theoretical maximum amount of product (1.0 means a 100% yield; for example, 0.34 means a 34% yield). (1) The reactants are [CH3:1][N:2]1[C:10]2[C:5](=[CH:6][CH:7]=[CH:8][CH:9]=2)[C:4]([C:11]2[C:12](=[O:24])[NH:13][C:14](=[O:23])[C:15]=2[C:16]2[CH:21]=[CH:20][CH:19]=[C:18]([NH2:22])[CH:17]=2)=[CH:3]1.[CH3:25][C:26]1([CH3:33])[O:30][CH:29]([CH:31]=O)[CH2:28][O:27]1.[BH-](OC(C)=O)(OC(C)=O)OC(C)=O.[Na+]. The catalyst is ClCCl. The product is [CH3:1][N:2]1[C:10]2[C:5](=[CH:6][CH:7]=[CH:8][CH:9]=2)[C:4]([C:11]2[C:12](=[O:24])[NH:13][C:14](=[O:23])[C:15]=2[C:16]2[CH:21]=[CH:20][CH:19]=[C:18]([NH:22][CH2:31][CH:29]3[CH2:28][O:27][C:26]([CH3:33])([CH3:25])[O:30]3)[CH:17]=2)=[CH:3]1. The yield is 0.240. (2) The product is [F:27][C:26]([F:29])([F:28])[C:24]([OH:30])=[O:25].[NH:20]1[CH:21]=[CH:22][N:23]=[C:19]1[C:17]1[O:16][N:15]=[C:14]([CH:10]2[CH2:11][CH2:12][CH2:13][NH:8][CH2:9]2)[N:18]=1. The catalyst is C(Cl)Cl. The reactants are C(OC([N:8]1[CH2:13][CH2:12][CH2:11][CH:10]([C:14]2[N:18]=[C:17]([C:19]3[NH:20][CH:21]=[CH:22][N:23]=3)[O:16][N:15]=2)[CH2:9]1)=O)(C)(C)C.[C:24]([OH:30])([C:26]([F:29])([F:28])[F:27])=[O:25]. The yield is 1.00. (3) The reactants are [CH:1]([C:3]1[N:7]([CH2:8][C:9]([O:11]C(C)(C)C)=[O:10])[CH:6]=[N:5][C:4]=1[C:16]1[CH:21]=[CH:20][CH:19]=[CH:18][CH:17]=1)=O.[CH3:22][C:23]1[CH:28]=[CH:27][N:26]=[C:25]([NH2:29])[N:24]=1. No catalyst specified. The product is [NH2:29][C:25]1[N:24]=[C:23](/[CH:22]=[CH:1]/[C:3]2[N:7]([CH2:8][C:9]([OH:11])=[O:10])[CH:6]=[N:5][C:4]=2[C:16]2[CH:17]=[CH:18][CH:19]=[CH:20][CH:21]=2)[CH:28]=[CH:27][N:26]=1. The yield is 0.0700. (4) The reactants are C[O:2][C:3]([C:5]1[C:9]([CH3:10])=[C:8]([C:11]2[CH:16]=[CH:15][CH:14]=[CH:13][C:12]=2[C:17]([F:20])([F:19])[F:18])[N:7]([CH3:21])[N:6]=1)=[O:4].[OH-].[Na+]. The catalyst is CO. The product is [CH3:21][N:7]1[C:8]([C:11]2[CH:16]=[CH:15][CH:14]=[CH:13][C:12]=2[C:17]([F:19])([F:20])[F:18])=[C:9]([CH3:10])[C:5]([C:3]([OH:4])=[O:2])=[N:6]1. The yield is 0.490.